Dataset: Catalyst prediction with 721,799 reactions and 888 catalyst types from USPTO. Task: Predict which catalyst facilitates the given reaction. (1) Reactant: [OH2:1].[C:2]([CH2:4][C:5]([O:7][CH2:8][CH3:9])=[O:6])#[N:3].Cl.[NH2:11]O.C(=O)([O-])[O-].[Na+].[Na+]. Product: [NH2:3][C:2](=[N:11][OH:1])[CH2:4][C:5]([O:7][CH2:8][CH3:9])=[O:6]. The catalyst class is: 8. (2) Reactant: Br[CH2:2][C:3]([C:5]1[CH:10]=[CH:9][C:8]([C:11]2[CH:16]=[CH:15][CH:14]=[CH:13][N:12]=2)=[C:7]([O:17][CH3:18])[CH:6]=1)=O.[NH2:19][C:20]1[S:21][CH:22]=[N:23][N:24]=1. The catalyst class is: 8. Product: [CH3:18][O:17][C:7]1[CH:6]=[C:5]([C:3]2[N:19]=[C:20]3[N:24]([CH:2]=2)[N:23]=[CH:22][S:21]3)[CH:10]=[CH:9][C:8]=1[C:11]1[CH:16]=[CH:15][CH:14]=[CH:13][N:12]=1. (3) Reactant: [C:1]1([N:7]2[C:12](=O)C3SC=C(C4C=CC=CC=4)C=3N=C2)[CH:6]=[CH:5][CH:4]=[CH:3][CH:2]=1.[NH2:23][C:24]1[C:28]([C:29]2[CH:34]=[CH:33][C:32]([CH3:35])=[CH:31][CH:30]=2)=[CH:27][S:26][C:25]=1[C:36]([O:38]C)=O.C(OCC)(OCC)OCC.[Cl:50]C1C=CC(N)=CC=1. Product: [Cl:50][C:4]1[CH:5]=[CH:6][C:1]([N:7]2[C:36](=[O:38])[C:25]3[S:26][CH:27]=[C:28]([C:29]4[CH:30]=[CH:31][C:32]([CH3:35])=[CH:33][CH:34]=4)[C:24]=3[N:23]=[CH:12]2)=[CH:2][CH:3]=1. The catalyst class is: 15. (4) Reactant: C([Cl:4])(=O)C.C(O[C:10](=O)[N:11]([C@H:13]([C:15](=[O:46])[NH:16][C@@H:17]([CH:40]1[CH2:45][CH2:44][CH2:43][CH2:42][CH2:41]1)[C:18]([N:20]1[CH2:28][C:27]2[C:22](=[CH:23][CH:24]=[CH:25][CH:26]=2)[C@H:21]1[C:29](=[O:39])[NH:30][C:31]1[C:36]([F:37])=[CH:35][CH:34]=[CH:33][C:32]=1[F:38])=[O:19])[CH3:14])C)(C)(C)C. Product: [ClH:4].[F:38][C:32]1[CH:33]=[CH:34][CH:35]=[C:36]([F:37])[C:31]=1[NH:30][C:29]([C@@H:21]1[C:22]2[C:27](=[CH:26][CH:25]=[CH:24][CH:23]=2)[CH2:28][N:20]1[C:18](=[O:19])[C@H:17]([CH:40]1[CH2:45][CH2:44][CH2:43][CH2:42][CH2:41]1)[NH:16][C:15](=[O:46])[C@@H:13]([NH:11][CH3:10])[CH3:14])=[O:39]. The catalyst class is: 5. (5) Reactant: [O:1]=[S:2]1(=[O:25])[N:9]([C:10]2[C:15]([Cl:16])=[CH:14][C:13]([Cl:17])=[CH:12][C:11]=2[Cl:18])[CH2:8][C:5]2([CH2:7][CH2:6]2)[CH2:4][N:3]1[CH2:19][C:20]([O:22][CH2:23][CH3:24])=[O:21]. Product: [CH3:6][C:5]1([CH3:7])[CH2:8][N:9]([C:10]2[C:15]([Cl:16])=[CH:14][C:13]([Cl:17])=[CH:12][C:11]=2[Cl:18])[S:2](=[O:25])(=[O:1])[N:3]([CH2:19][C:20]([O:22][CH2:23][CH3:24])=[O:21])[CH2:4]1. The catalyst class is: 15. (6) Reactant: [C:1]([C:5]1[CH:10]=[CH:9][C:8]([NH:11][C:12]([NH:14][CH2:15][CH2:16][C:17]([O:19]CC)=[O:18])=[O:13])=[CH:7][CH:6]=1)([CH3:4])([CH3:3])[CH3:2].[OH-].[Na+].Cl. Product: [C:1]([C:5]1[CH:6]=[CH:7][C:8]([NH:11][C:12]([NH:14][CH2:15][CH2:16][C:17]([OH:19])=[O:18])=[O:13])=[CH:9][CH:10]=1)([CH3:4])([CH3:2])[CH3:3]. The catalyst class is: 20.